Dataset: NCI-60 drug combinations with 297,098 pairs across 59 cell lines. Task: Regression. Given two drug SMILES strings and cell line genomic features, predict the synergy score measuring deviation from expected non-interaction effect. (1) Drug 1: CC1=C2C(C(=O)C3(C(CC4C(C3C(C(C2(C)C)(CC1OC(=O)C(C(C5=CC=CC=C5)NC(=O)OC(C)(C)C)O)O)OC(=O)C6=CC=CC=C6)(CO4)OC(=O)C)O)C)O. Drug 2: C1=CN(C=N1)CC(O)(P(=O)(O)O)P(=O)(O)O. Cell line: NCI-H322M. Synergy scores: CSS=3.23, Synergy_ZIP=1.25, Synergy_Bliss=3.72, Synergy_Loewe=4.33, Synergy_HSA=1.92. (2) Drug 1: C1CCN(CC1)CCOC2=CC=C(C=C2)C(=O)C3=C(SC4=C3C=CC(=C4)O)C5=CC=C(C=C5)O. Drug 2: CCN(CC)CCCC(C)NC1=C2C=C(C=CC2=NC3=C1C=CC(=C3)Cl)OC. Cell line: A498. Synergy scores: CSS=20.5, Synergy_ZIP=-4.51, Synergy_Bliss=-0.498, Synergy_Loewe=-7.15, Synergy_HSA=-1.31. (3) Drug 1: CC1CCC2CC(C(=CC=CC=CC(CC(C(=O)C(C(C(=CC(C(=O)CC(OC(=O)C3CCCCN3C(=O)C(=O)C1(O2)O)C(C)CC4CCC(C(C4)OC)OCCO)C)C)O)OC)C)C)C)OC. Drug 2: C(=O)(N)NO. Cell line: HCT116. Synergy scores: CSS=6.12, Synergy_ZIP=-0.384, Synergy_Bliss=-1.02, Synergy_Loewe=-22.1, Synergy_HSA=-4.85. (4) Drug 1: C1=CC=C(C=C1)NC(=O)CCCCCCC(=O)NO. Drug 2: CC(C)(C1=NC(=CC=C1)N2C3=NC(=NC=C3C(=O)N2CC=C)NC4=CC=C(C=C4)N5CCN(CC5)C)O. Cell line: UACC62. Synergy scores: CSS=58.1, Synergy_ZIP=8.50, Synergy_Bliss=9.79, Synergy_Loewe=6.90, Synergy_HSA=11.6. (5) Drug 1: COC1=CC(=CC(=C1O)OC)C2C3C(COC3=O)C(C4=CC5=C(C=C24)OCO5)OC6C(C(C7C(O6)COC(O7)C8=CC=CS8)O)O. Drug 2: C1=C(C(=O)NC(=O)N1)F. Cell line: SF-539. Synergy scores: CSS=59.1, Synergy_ZIP=-13.3, Synergy_Bliss=-15.0, Synergy_Loewe=-12.8, Synergy_HSA=-9.29. (6) Drug 1: CN1CCC(CC1)COC2=C(C=C3C(=C2)N=CN=C3NC4=C(C=C(C=C4)Br)F)OC. Drug 2: CCC1(CC2CC(C3=C(CCN(C2)C1)C4=CC=CC=C4N3)(C5=C(C=C6C(=C5)C78CCN9C7C(C=CC9)(C(C(C8N6C)(C(=O)OC)O)OC(=O)C)CC)OC)C(=O)OC)O.OS(=O)(=O)O. Cell line: IGROV1. Synergy scores: CSS=59.1, Synergy_ZIP=-0.703, Synergy_Bliss=2.00, Synergy_Loewe=2.80, Synergy_HSA=4.06. (7) Drug 1: CC12CCC(CC1=CCC3C2CCC4(C3CC=C4C5=CN=CC=C5)C)O. Drug 2: CC1=C2C(C(=O)C3(C(CC4C(C3C(C(C2(C)C)(CC1OC(=O)C(C(C5=CC=CC=C5)NC(=O)C6=CC=CC=C6)O)O)OC(=O)C7=CC=CC=C7)(CO4)OC(=O)C)O)C)OC(=O)C. Cell line: SK-OV-3. Synergy scores: CSS=54.0, Synergy_ZIP=8.38, Synergy_Bliss=9.41, Synergy_Loewe=-47.0, Synergy_HSA=9.39. (8) Drug 1: C#CCC(CC1=CN=C2C(=N1)C(=NC(=N2)N)N)C3=CC=C(C=C3)C(=O)NC(CCC(=O)O)C(=O)O. Drug 2: CS(=O)(=O)OCCCCOS(=O)(=O)C. Cell line: UACC62. Synergy scores: CSS=11.4, Synergy_ZIP=-1.83, Synergy_Bliss=1.52, Synergy_Loewe=3.73, Synergy_HSA=3.73. (9) Drug 2: CN(C)C1=NC(=NC(=N1)N(C)C)N(C)C. Drug 1: COC1=CC(=CC(=C1O)OC)C2C3C(COC3=O)C(C4=CC5=C(C=C24)OCO5)OC6C(C(C7C(O6)COC(O7)C8=CC=CS8)O)O. Synergy scores: CSS=23.9, Synergy_ZIP=-0.853, Synergy_Bliss=7.43, Synergy_Loewe=-24.5, Synergy_HSA=5.33. Cell line: OVCAR3. (10) Drug 1: CC=C1C(=O)NC(C(=O)OC2CC(=O)NC(C(=O)NC(CSSCCC=C2)C(=O)N1)C(C)C)C(C)C. Drug 2: C1CNP(=O)(OC1)N(CCCl)CCCl. Cell line: PC-3. Synergy scores: CSS=48.7, Synergy_ZIP=3.59, Synergy_Bliss=3.43, Synergy_Loewe=-45.9, Synergy_HSA=0.0839.